From a dataset of Full USPTO retrosynthesis dataset with 1.9M reactions from patents (1976-2016). Predict the reactants needed to synthesize the given product. Given the product [Cl:3][C:4]1[CH:5]=[C:6]([CH:21]=[CH:22][C:23]=1[Cl:24])[CH:7]=[CH:8][C:9]1=[N:10][CH2:11][C:12]2[N:13]([CH:43]=[N:42][C:44]=2[C:45]([O:47][CH2:48][CH3:49])=[O:46])[C:14]2[CH:19]=[CH:18][CH:17]=[CH:16][C:15]1=2, predict the reactants needed to synthesize it. The reactants are: [H-].[Na+].[Cl:3][C:4]1[CH:5]=[C:6]([CH:21]=[CH:22][C:23]=1[Cl:24])[CH:7]=[CH:8][C:9]1=[N:10][CH2:11][C:12](=O)[NH:13][C:14]2[CH:19]=[CH:18][CH:17]=[CH:16][C:15]1=2.P(Cl)(OCC)(OCC)=O.C([N-]C(C)C)(C)C.[Li+].[N+:42]([CH2:44][C:45]([O:47][CH2:48][CH3:49])=[O:46])#[C-:43].C(O)(=O)C.